Predict the reaction yield, written as a fraction of the theoretical maximum amount of product (1.0 means a 100% yield; for example, 0.34 means a 34% yield). From a dataset of Reaction yield outcomes from USPTO patents with 853,638 reactions. The reactants are Cl.[CH3:2][N:3]([C:22]1[CH:27]=[CH:26][CH:25]=[CH:24][CH:23]=1)[C:4]1[N:9]=[C:8]([NH2:10])[N:7]=[C:6]([C:11]2[N:15]=[C:14]([CH:16]3[CH2:21][CH2:20][NH:19][CH2:18][CH2:17]3)[O:13][N:12]=2)[N:5]=1.C(N(CC)CC)C.[F:35][C:36]([F:47])([F:46])[C:37](O[C:37](=[O:38])[C:36]([F:47])([F:46])[F:35])=[O:38]. The catalyst is C(Cl)Cl. The product is [NH2:10][C:8]1[N:9]=[C:4]([N:3]([CH3:2])[C:22]2[CH:27]=[CH:26][CH:25]=[CH:24][CH:23]=2)[N:5]=[C:6]([C:11]2[N:15]=[C:14]([CH:16]3[CH2:17][CH2:18][N:19]([C:37](=[O:38])[C:36]([F:47])([F:46])[F:35])[CH2:20][CH2:21]3)[O:13][N:12]=2)[N:7]=1. The yield is 0.0420.